This data is from Full USPTO retrosynthesis dataset with 1.9M reactions from patents (1976-2016). The task is: Predict the reactants needed to synthesize the given product. (1) Given the product [F:3][C:4]1[C:5]([O:12][CH3:1])=[C:6]([CH2:10][OH:11])[CH:7]=[CH:8][CH:9]=1, predict the reactants needed to synthesize it. The reactants are: [CH3:1]I.[F:3][C:4]1[CH:9]=[CH:8][CH:7]=[C:6]([CH2:10][OH:11])[C:5]=1[OH:12]. (2) Given the product [ClH:36].[ClH:36].[NH2:8][C@@H:9]([CH:33]([CH3:35])[CH3:34])[C:10]([O:12][C:13]1[CH:18]=[C:17]([F:19])[CH:16]=[CH:15][C:14]=1/[CH:20]=[C:21]1\[C:22](=[O:32])[N:23]=[C:24]([N:26]2[CH2:31][CH2:30][CH2:29][CH2:28][NH:27]2)[S:25]\1)=[O:11], predict the reactants needed to synthesize it. The reactants are: C(OC([NH:8][C@@H:9]([CH:33]([CH3:35])[CH3:34])[C:10]([O:12][C:13]1[CH:18]=[C:17]([F:19])[CH:16]=[CH:15][C:14]=1/[CH:20]=[C:21]1\[C:22](=[O:32])[N:23]=[C:24]([N:26]2[CH2:31][CH2:30][CH2:29][CH2:28][NH:27]2)[S:25]\1)=[O:11])=O)(C)(C)C.[ClH:36].